This data is from Full USPTO retrosynthesis dataset with 1.9M reactions from patents (1976-2016). The task is: Predict the reactants needed to synthesize the given product. (1) Given the product [C:1]1([CH2:7][CH2:8][CH2:9][CH2:10][CH2:11][C:12]([NH:53][C@H:52]2[CH2:51][NH:50][C:49]2=[O:48])=[O:14])[CH:2]=[CH:3][CH:4]=[CH:5][CH:6]=1, predict the reactants needed to synthesize it. The reactants are: [C:1]1([CH2:7][CH2:8][CH2:9][CH2:10][CH2:11][C:12]([OH:14])=O)[CH:6]=[CH:5][CH:4]=[CH:3][CH:2]=1.CCN(CC)CC.CN(C(ON1N=NC2C=CC=CC1=2)=[N+](C)C)C.[B-](F)(F)(F)F.C([O-])(=O)C.[O:48]=[C:49]1[C@@H:52]([NH3+:53])[CH2:51][NH:50]1. (2) Given the product [NH2:12][CH2:11][CH:10]([OH:23])[CH2:9][N:8]([CH2:1][C:2]1[CH:7]=[CH:6][CH:5]=[CH:4][CH:3]=1)[CH2:24][C:25]1[CH:30]=[CH:29][CH:28]=[CH:27][CH:26]=1, predict the reactants needed to synthesize it. The reactants are: [CH2:1]([N:8]([CH2:24][C:25]1[CH:30]=[CH:29][CH:28]=[CH:27][CH:26]=1)[CH2:9][CH:10]([OH:23])[CH2:11][N:12]1C(=O)C2C(=CC=CC=2)C1=O)[C:2]1[CH:7]=[CH:6][CH:5]=[CH:4][CH:3]=1. (3) Given the product [F:1][C:2]1[CH:3]=[C:4]([N:12]2[CH2:17][CH2:16][N:15]([CH2:19][CH2:20][CH3:21])[CH2:14][CH2:13]2)[CH:5]=[C:6]([C:8]([F:10])([F:11])[F:9])[CH:7]=1, predict the reactants needed to synthesize it. The reactants are: [F:1][C:2]1[CH:3]=[C:4]([N:12]2[CH2:17][CH2:16][NH:15][CH2:14][CH2:13]2)[CH:5]=[C:6]([C:8]([F:11])([F:10])[F:9])[CH:7]=1.Br[CH2:19][CH2:20][CH3:21]. (4) Given the product [Cl:1][C:2]1[C:3]2[S:10][C:9]([C:25]3[CH:26]=[N:27][N:28]([CH2:30][CH2:31][N:32]4[CH2:36][CH2:35][CH2:34][CH2:33]4)[CH:29]=3)=[CH:8][C:4]=2[N:5]=[CH:6][N:7]=1, predict the reactants needed to synthesize it. The reactants are: [Cl:1][C:2]1[C:3]2[S:10][C:9]([Sn](CCCC)(CCCC)CCCC)=[CH:8][C:4]=2[N:5]=[CH:6][N:7]=1.I[C:25]1[CH:26]=[N:27][N:28]([CH2:30][CH2:31][N:32]2[CH2:36][CH2:35][CH2:34][CH2:33]2)[CH:29]=1.[As](C1C=CC=CC=1)(C1C=CC=CC=1)C1C=CC=CC=1.